Predict the product of the given reaction. From a dataset of Forward reaction prediction with 1.9M reactions from USPTO patents (1976-2016). Given the reactants [CH3:1][C:2]1[O:6][C:5]([C:7]([NH:9][C:10]([C:13]2[N:19]([CH3:20])[C:17](=[O:18])[C:16]([OH:21])=[C:15]([C:22]([NH:24][CH2:25][C:26]3[CH:27]=[CH:28][C:29]([F:32])=[CH:30][CH:31]=3)=[O:23])[N:14]=2)([CH3:12])[CH3:11])=[O:8])=[N:4][N:3]=1.[OH-].[Ca+2:34].[OH-], predict the reaction product. The product is: [CH3:1][C:2]1[O:6][C:5]([C:7]([NH:9][C:10]([C:13]2[N:19]([CH3:20])[C:17](=[O:18])[C:16]([OH:21])=[C:15]([C:22]([NH:24][CH2:25][C:26]3[CH:27]=[CH:28][C:29]([F:32])=[CH:30][CH:31]=3)=[O:23])[N:14]=2)([CH3:12])[CH3:11])=[O:8])=[N:4][N:3]=1.[Ca:34].